From a dataset of Full USPTO retrosynthesis dataset with 1.9M reactions from patents (1976-2016). Predict the reactants needed to synthesize the given product. (1) Given the product [N:36]1[CH:35]=[CH:34][C:39]([C:2]2[N:7]=[CH:6][C:5]([NH2:8])=[C:4]([C:9]3[C:10]([F:28])=[N:11][CH:12]=[C:13]([C:15]4[CH:20]=[CH:19][C:18]([CH2:21][N:22]5[CH2:27][CH2:26][CH2:25][CH2:24][CH2:23]5)=[CH:17][CH:16]=4)[CH:14]=3)[CH:3]=2)=[CH:38][N:37]=1, predict the reactants needed to synthesize it. The reactants are: Br[C:2]1[N:7]=[CH:6][C:5]([NH2:8])=[C:4]([C:9]2[C:10]([F:28])=[N:11][CH:12]=[C:13]([C:15]3[CH:20]=[CH:19][C:18]([CH2:21][N:22]4[CH2:27][CH2:26][CH2:25][CH2:24][CH2:23]4)=[CH:17][CH:16]=3)[CH:14]=2)[CH:3]=1.C([Sn](CCCC)(CCCC)[C:34]1[CH:39]=[CH:38][N:37]=[N:36][CH:35]=1)CCC.[Cl-].[Li+]. (2) Given the product [CH2:8]([O:12][C:13]1[CH:14]=[C:15]([CH:29]=[C:30]([C:32]2[CH:36]=[CH:35][S:34][CH:33]=2)[CH:31]=1)[C:16]([NH:18][C:19]1[CH:24]=[CH:23][C:22]([C:25]([OH:27])=[O:26])=[CH:21][N:20]=1)=[O:17])[CH:9]([CH3:11])[CH3:10], predict the reactants needed to synthesize it. The reactants are: [OH-].[Na+].C1COCC1.[CH2:8]([O:12][C:13]1[CH:14]=[C:15]([CH:29]=[C:30]([C:32]2[CH:36]=[CH:35][S:34][CH:33]=2)[CH:31]=1)[C:16]([NH:18][C:19]1[CH:24]=[CH:23][C:22]([C:25]([O:27]C)=[O:26])=[CH:21][N:20]=1)=[O:17])[CH:9]([CH3:11])[CH3:10]. (3) Given the product [CH:11]1([CH:14]([C:25](=[O:27])[CH3:26])[C:15]([O:17][CH2:18][C:19]2[CH:20]=[CH:21][CH:22]=[CH:23][CH:24]=2)=[O:16])[CH2:12][CH2:13]1, predict the reactants needed to synthesize it. The reactants are: [Li+].C[Si]([N-][Si](C)(C)C)(C)C.[CH:11]1([CH2:14][C:15]([O:17][CH2:18][C:19]2[CH:24]=[CH:23][CH:22]=[CH:21][CH:20]=2)=[O:16])[CH2:13][CH2:12]1.[C:25](Cl)(=[O:27])[CH3:26].CCOC(C)=O. (4) Given the product [CH3:33][O:32][C:30]([C:27]1[CH:26]=[CH:25][C:24]([C:22]([C:19]2[CH:20]=[CH:21][C:16]([C:14]([O:13][CH3:12])=[O:15])=[CH:17][CH:18]=2)=[O:23])=[CH:29][CH:28]=1)=[O:31], predict the reactants needed to synthesize it. The reactants are: C1C=C[NH+]=CC=1.[O-][Cr](Cl)(=O)=O.[CH3:12][O:13][C:14]([C:16]1[CH:21]=[CH:20][C:19]([CH:22]([C:24]2[CH:29]=[CH:28][C:27]([C:30]([O:32][CH3:33])=[O:31])=[CH:26][CH:25]=2)[OH:23])=[CH:18][CH:17]=1)=[O:15].[K+].[Br-]. (5) The reactants are: Cl.[NH2:2][C:3]1[C:4]2[C:14]([O:15][CH2:16][C:17]3([NH2:23])[CH2:22][CH2:21][CH2:20][CH2:19][CH2:18]3)=[CH:13][CH:12]=[CH:11][C:5]=2[NH:6][S:7](=[O:10])(=[O:9])[N:8]=1.Cl.[CH3:25][N:26]([CH3:36])[C:27]1[CH:28]=[C:29]([CH:33]=[CH:34][N:35]=1)[C:30](O)=[O:31]. Given the product [NH2:2][C:3]1[C:4]2[C:14]([O:15][CH2:16][C:17]3([NH:23][C:30](=[O:31])[C:29]4[CH:33]=[CH:34][N:35]=[C:27]([N:26]([CH3:25])[CH3:36])[CH:28]=4)[CH2:22][CH2:21][CH2:20][CH2:19][CH2:18]3)=[CH:13][CH:12]=[CH:11][C:5]=2[NH:6][S:7](=[O:10])(=[O:9])[N:8]=1, predict the reactants needed to synthesize it.